This data is from Forward reaction prediction with 1.9M reactions from USPTO patents (1976-2016). The task is: Predict the product of the given reaction. (1) Given the reactants [O:1]1[CH2:3][C@H:2]1[CH2:4][O:5][C:6]1[CH:7]=[C:8]([C:12]2[CH:13]=[CH:14][CH:15]=[C:16]3[C:21]=2[N:20]=[CH:19][CH:18]=[CH:17]3)[CH:9]=[CH:10][CH:11]=1.[CH2:22]1[C:31]2[C:26](=[CH:27][CH:28]=[CH:29][CH:30]=2)[CH2:25][CH2:24][NH:23]1, predict the reaction product. The product is: [CH2:22]1[C:31]2[C:26](=[CH:27][CH:28]=[CH:29][CH:30]=2)[CH2:25][CH2:24][N:23]1[CH2:3][C@H:2]([OH:1])[CH2:4][O:5][C:6]1[CH:11]=[CH:10][CH:9]=[C:8]([C:12]2[CH:13]=[CH:14][CH:15]=[C:16]3[C:21]=2[N:20]=[CH:19][CH:18]=[CH:17]3)[CH:7]=1. (2) Given the reactants C1C(=O)[N:5](Br)[C:3](=O)C1.CSC.[N+:12]([C:15]1[CH:34]=[CH:33][C:18]([CH:19]=[N:20][NH:21][C:22]2[CH:27]=[CH:26][C:25]([O:28][C:29]([F:32])([F:31])[F:30])=[CH:24][CH:23]=2)=[CH:17][CH:16]=1)([O-:14])=[O:13].[Br-].N1C=NN=N1.C(N(CC)CC)C, predict the reaction product. The product is: [F:32][C:29]([F:30])([F:31])[O:28][C:25]1[CH:26]=[CH:27][C:22]([N:21]2[CH:3]=[N:5][C:19]([C:18]3[CH:17]=[CH:16][C:15]([N+:12]([O-:14])=[O:13])=[CH:34][CH:33]=3)=[N:20]2)=[CH:23][CH:24]=1. (3) Given the reactants [O:1]=[C:2]1[N:6]([CH2:7][C:8]#[CH:9])[CH2:5][C@@:4]2([CH2:14][CH2:13][CH2:12][C@H:11]([CH2:15][N:16]3[C:20]4[CH:21]=[C:22]([C:25]#[N:26])[CH:23]=[CH:24][C:19]=4[N:18]=[CH:17]3)[CH2:10]2)[O:3]1.[N:27]([C:30]1[CH:31]=[N:32][CH:33]=[C:34]([C:36]([F:39])([F:38])[F:37])[CH:35]=1)=[N+:28]=[N-:29].[O:40]=C1O[C@H]([C@H](CO)O)C([O-])=C1O.[Na+].[CH3:53][OH:54], predict the reaction product. The product is: [C:53]([OH:40])([C:36]([F:39])([F:38])[F:37])=[O:54].[O:1]=[C:2]1[N:6]([CH2:7][C:8]2[N:29]=[N:28][N:27]([C:30]3[CH:31]=[N:32][CH:33]=[C:34]([C:36]([F:37])([F:39])[F:38])[CH:35]=3)[CH:9]=2)[CH2:5][C@@:4]2([CH2:14][CH2:13][CH2:12][C@H:11]([CH2:15][N:16]3[C:20]4[CH:21]=[C:22]([C:25]#[N:26])[CH:23]=[CH:24][C:19]=4[N:18]=[CH:17]3)[CH2:10]2)[O:3]1. (4) The product is: [Br:11][C:12]1[CH:13]=[C:14]([CH:18]([N:25]2[CH:29]=[C:28]([C:30]3[C:31]4[CH:38]=[CH:37][N:36]([CH2:39][O:40][CH2:41][CH2:42][Si:43]([CH3:44])([CH3:46])[CH3:45])[C:32]=4[N:33]=[CH:34][N:35]=3)[CH:27]=[N:26]2)[CH2:19][CH:20]=[O:21])[CH:15]=[CH:16][CH:17]=1. Given the reactants [H-].C([Al+]CC(C)C)C(C)C.[Br:11][C:12]1[CH:13]=[C:14]([CH:18]([N:25]2[CH:29]=[C:28]([C:30]3[C:31]4[CH:38]=[CH:37][N:36]([CH2:39][O:40][CH2:41][CH2:42][Si:43]([CH3:46])([CH3:45])[CH3:44])[C:32]=4[N:33]=[CH:34][N:35]=3)[CH:27]=[N:26]2)[CH2:19][C:20](OCC)=[O:21])[CH:15]=[CH:16][CH:17]=1.C(Cl)Cl, predict the reaction product. (5) Given the reactants [Cl:1][C:2]1[CH:7]=[CH:6][C:5]([CH:8]([NH:12][C:13]([N:15]2[CH2:24][CH2:23][C:22]3[CH:21]=[N:20][C:19]([NH:25][CH:26]4[CH2:31][CH2:30][O:29][CH2:28][CH2:27]4)=[N:18][C:17]=3[CH2:16]2)=[O:14])[C:9]([OH:11])=O)=[CH:4][C:3]=1[F:32].CCN=C=NCCCN(C)C.C(Cl)(Cl)Cl.[CH:48]([NH:50][NH2:51])=[O:49], predict the reaction product. The product is: [Cl:1][C:2]1[CH:7]=[CH:6][C:5]([CH:8]([NH:12][C:13]([N:15]2[CH2:24][CH2:23][C:22]3[CH:21]=[N:20][C:19]([NH:25][CH:26]4[CH2:27][CH2:28][O:29][CH2:30][CH2:31]4)=[N:18][C:17]=3[CH2:16]2)=[O:14])[C:9]([NH:51][NH:50][CH:48]=[O:49])=[O:11])=[CH:4][C:3]=1[F:32].